This data is from Peptide-MHC class I binding affinity with 185,985 pairs from IEDB/IMGT. The task is: Regression. Given a peptide amino acid sequence and an MHC pseudo amino acid sequence, predict their binding affinity value. This is MHC class I binding data. (1) The peptide sequence is ILFILFFAY. The MHC is HLA-A11:01 with pseudo-sequence HLA-A11:01. The binding affinity (normalized) is 0.211. (2) The peptide sequence is CAAEEQKLPI. The MHC is Patr-B0101 with pseudo-sequence Patr-B0101. The binding affinity (normalized) is 0.774. (3) The binding affinity (normalized) is 0.0847. The MHC is HLA-A02:12 with pseudo-sequence HLA-A02:12. The peptide sequence is VHYGQGWLY. (4) The binding affinity (normalized) is 0.699. The peptide sequence is MLREGNQAF. The MHC is HLA-B15:17 with pseudo-sequence HLA-B15:17. (5) The peptide sequence is LTIPTIMGR. The MHC is HLA-C04:01 with pseudo-sequence HLA-C04:01. The binding affinity (normalized) is 0.213. (6) The peptide sequence is YQLAVTITAI. The MHC is HLA-A02:06 with pseudo-sequence HLA-A02:06. The binding affinity (normalized) is 0.575. (7) The peptide sequence is LLSNFGAPSY. The MHC is HLA-A24:02 with pseudo-sequence HLA-A24:02. The binding affinity (normalized) is 0.